From a dataset of Full USPTO retrosynthesis dataset with 1.9M reactions from patents (1976-2016). Predict the reactants needed to synthesize the given product. (1) The reactants are: Cl[CH2:2][CH2:3][C:4]([NH:6][C:7]1[CH:12]=[CH:11][C:10]([OH:13])=[CH:9][CH:8]=1)=[O:5].[Al+3].[Cl-].[Cl-].[Cl-]. Given the product [OH:13][C:10]1[CH:9]=[C:8]2[C:7](=[CH:12][CH:11]=1)[NH:6][C:4](=[O:5])[CH2:3][CH2:2]2, predict the reactants needed to synthesize it. (2) Given the product [ClH:1].[Cl:1][C:2]1[CH:3]=[C:4]([C@@H:8]([OH:34])[CH2:9][NH:10][CH2:11][CH2:12][C:13]2[CH:14]=[CH:15][C:16]([S:19]([C:22]3[CH:23]=[C:24]([CH:31]=[CH:32][CH:33]=3)[O:25][CH2:26][C:27]([NH2:35])=[O:29])(=[O:20])=[O:21])=[CH:17][CH:18]=2)[CH:5]=[CH:6][CH:7]=1, predict the reactants needed to synthesize it. The reactants are: [Cl:1][C:2]1[CH:3]=[C:4]([C@@H:8]([OH:34])[CH2:9][NH:10][CH2:11][CH2:12][C:13]2[CH:18]=[CH:17][C:16]([S:19]([C:22]3[CH:23]=[C:24]([CH:31]=[CH:32][CH:33]=3)[O:25][CH2:26][C:27]([O:29]C)=O)(=[O:21])=[O:20])=[CH:15][CH:14]=2)[CH:5]=[CH:6][CH:7]=1.[NH3:35]. (3) Given the product [C:26]([O:25][C:23]([N:20]1[CH2:21][CH2:22][CH:17]([NH:16][CH2:1][C:3]2[C:11]3[C:10]([C:12]([O:14][CH3:15])=[O:13])=[CH:9][CH:8]=[N:7][C:6]=3[NH:5][CH:4]=2)[CH2:18][CH2:19]1)=[O:24])([CH3:29])([CH3:27])[CH3:28], predict the reactants needed to synthesize it. The reactants are: [CH:1]([C:3]1[C:11]2[C:10]([C:12]([O:14][CH3:15])=[O:13])=[CH:9][CH:8]=[N:7][C:6]=2[NH:5][CH:4]=1)=O.[NH2:16][CH:17]1[CH2:22][CH2:21][N:20]([C:23]([O:25][C:26]([CH3:29])([CH3:28])[CH3:27])=[O:24])[CH2:19][CH2:18]1.C1COCC1.[BH4-].[Na+]. (4) The reactants are: [F:1][C:2]1[CH:7]=[C:6]([F:8])[CH:5]=[CH:4][C:3]=1[C@:9]12[CH2:18][O:17][C@@H:16]([CH2:19][OH:20])[CH2:15][C@H:14]1[CH2:13][S:12][C:11]([NH:21][C:22](=[O:29])[C:23]1[CH:28]=[CH:27][CH:26]=[CH:25][CH:24]=1)=[N:10]2.O.C[N+]1([O-])CC[O:35]CC1.CC(O)C. Given the product [C:22]([NH:21][C:11]1[S:12][CH2:13][C@@H:14]2[CH2:15][C@H:16]([C:19]([OH:35])=[O:20])[O:17][CH2:18][C@:9]2([C:3]2[CH:4]=[CH:5][C:6]([F:8])=[CH:7][C:2]=2[F:1])[N:10]=1)(=[O:29])[C:23]1[CH:24]=[CH:25][CH:26]=[CH:27][CH:28]=1, predict the reactants needed to synthesize it. (5) Given the product [Cl:34][C:35]1[CH:40]=[CH:39][C:38]([CH:41]2[CH2:47][CH2:46][NH:45][C:44](=[O:48])[C:43]3[S:49][C:50]([N:53]4[CH2:58][CH2:57][O:56][CH:55]([CH2:59][OH:60])[CH2:54]4)=[CH:51][C:42]2=3)=[CH:37][CH:36]=1, predict the reactants needed to synthesize it. The reactants are: C1(P(C2CCCCC2)C2C=CC=CC=2C2C(OC(C)C)=CC=CC=2OC(C)C)CCCCC1.[Cl:34][C:35]1[CH:40]=[CH:39][C:38]([CH:41]2[CH2:47][CH2:46][NH:45][C:44](=[O:48])[C:43]3[S:49][C:50](I)=[CH:51][C:42]2=3)=[CH:37][CH:36]=1.[NH:53]1[CH2:58][CH2:57][O:56][C@H:55]([CH2:59][OH:60])[CH2:54]1.C[Si]([N-][Si](C)(C)C)(C)C.[Li+]. (6) Given the product [C:58]([NH:57][CH2:56][CH2:55][C:50]1[CH:51]=[CH:52][CH:53]=[CH:54][C:49]=1[O:33][CH2:32][CH2:31][O:30][CH:18]1[CH:17]([C:14]2[CH:13]=[CH:12][C:11]([O:10][CH2:9][CH2:8][CH2:7][CH2:6][O:5][C:4]3[CH:44]=[CH:45][CH:46]=[CH:47][C:3]=3[O:2][CH3:1])=[CH:16][CH:15]=2)[CH2:22][CH2:21][N:20]([C:23]([O:25][C:26]([CH3:29])([CH3:27])[CH3:28])=[O:24])[CH2:19]1)(=[O:60])[CH3:59], predict the reactants needed to synthesize it. The reactants are: [CH3:1][O:2][C:3]1[CH:47]=[CH:46][CH:45]=[CH:44][C:4]=1[O:5][CH2:6][CH2:7][CH2:8][CH2:9][O:10][C:11]1[CH:16]=[CH:15][C:14]([CH:17]2[CH2:22][CH2:21][N:20]([C:23]([O:25][C:26]([CH3:29])([CH3:28])[CH3:27])=[O:24])[CH2:19][CH:18]2[O:30][CH2:31][CH2:32][O:33]S(C2C=CC(C)=CC=2)(=O)=O)=[CH:13][CH:12]=1.O[C:49]1[CH:54]=[CH:53][CH:52]=[CH:51][C:50]=1[CH2:55][CH2:56][NH:57][C:58](=[O:60])[CH3:59].